From a dataset of Full USPTO retrosynthesis dataset with 1.9M reactions from patents (1976-2016). Predict the reactants needed to synthesize the given product. (1) Given the product [Cl:29][C:30]1[CH:35]=[C:34]([C:2]2[N:3]=[C:4]3[C:9](=[CH:10][CH:11]=2)[N:8]=[CH:7][C:6]([C:12](=[O:14])[CH3:13])=[C:5]3[NH:15][CH:16]2[CH2:17][CH2:18][CH:19]([CH2:22][N:23]3[CH2:27][CH2:26][C@@H:25]([F:28])[CH2:24]3)[CH2:20][CH2:21]2)[CH:33]=[C:32]([Cl:45])[C:31]=1[OH:46], predict the reactants needed to synthesize it. The reactants are: Cl[C:2]1[N:3]=[C:4]2[C:9](=[CH:10][CH:11]=1)[N:8]=[CH:7][C:6]([C:12](=[O:14])[CH3:13])=[C:5]2[NH:15][CH:16]1[CH2:21][CH2:20][CH:19]([CH2:22][N:23]2[CH2:27][CH2:26][C@@H:25]([F:28])[CH2:24]2)[CH2:18][CH2:17]1.[Cl:29][C:30]1[CH:35]=[C:34](B2OC(C)(C)C(C)(C)O2)[CH:33]=[C:32]([Cl:45])[C:31]=1[OH:46]. (2) Given the product [F:1][C:2]1[CH:7]=[CH:6][C:5]([CH2:8][CH:9]=[O:10])=[CH:4][CH:3]=1, predict the reactants needed to synthesize it. The reactants are: [F:1][C:2]1[CH:7]=[CH:6][C:5]([CH2:8][CH2:9][OH:10])=[CH:4][CH:3]=1.S(=O)(=O)=O.N1C=CC=CC=1.Cl. (3) Given the product [F:1][C:2]1[CH:3]=[CH:4][C:5]([C:8]2[C:13](/[CH:14]=[CH:15]/[C@@H:16]([OH:17])[CH2:35][C:34](=[O:36])[CH2:33][C:32]([O:31][CH2:29][CH3:30])=[O:39])=[C:12]([CH:18]([CH3:20])[CH3:19])[N:11]=[C:10]([N:21]([CH3:26])[S:22]([CH3:25])(=[O:24])=[O:23])[N:9]=2)=[CH:6][CH:7]=1, predict the reactants needed to synthesize it. The reactants are: [F:1][C:2]1[CH:7]=[CH:6][C:5]([C:8]2[C:13](/[CH:14]=[CH:15]/[CH:16]=[O:17])=[C:12]([CH:18]([CH3:20])[CH3:19])[N:11]=[C:10]([N:21]([CH3:26])[S:22]([CH3:25])(=[O:24])=[O:23])[N:9]=2)=[CH:4][CH:3]=1.[Cl-].[Li+].[CH2:29]([O:31][C:32]([O:39][Si](C)(C)C)=[CH:33][C:34]([O:36]CC)=[CH2:35])[CH3:30].Cl.